Task: Regression. Given a peptide amino acid sequence and an MHC pseudo amino acid sequence, predict their binding affinity value. This is MHC class I binding data.. Dataset: Peptide-MHC class I binding affinity with 185,985 pairs from IEDB/IMGT (1) The peptide sequence is DEEAINLFH. The MHC is HLA-B39:01 with pseudo-sequence HLA-B39:01. The binding affinity (normalized) is 0.0847. (2) The binding affinity (normalized) is 0.195. The peptide sequence is ILEDQNCKL. The MHC is HLA-A02:06 with pseudo-sequence HLA-A02:06. (3) The peptide sequence is LSPDDIEQW. The MHC is HLA-B15:17 with pseudo-sequence HLA-B15:17. The binding affinity (normalized) is 0.380. (4) The binding affinity (normalized) is 0.0847. The MHC is HLA-A02:01 with pseudo-sequence HLA-A02:01. The peptide sequence is WTDLYTSMS. (5) The peptide sequence is RLWHYPCTA. The MHC is HLA-A02:01 with pseudo-sequence HLA-A02:01. The binding affinity (normalized) is 0.723. (6) The peptide sequence is GLFWGGIWY. The MHC is HLA-A26:01 with pseudo-sequence HLA-A26:01. The binding affinity (normalized) is 0.0847. (7) The peptide sequence is NSYTLLLAY. The MHC is HLA-B35:01 with pseudo-sequence HLA-B35:01. The binding affinity (normalized) is 0.640. (8) The peptide sequence is VQQESSFVM. The MHC is HLA-A11:01 with pseudo-sequence HLA-A11:01. The binding affinity (normalized) is 0.0816.